This data is from Full USPTO retrosynthesis dataset with 1.9M reactions from patents (1976-2016). The task is: Predict the reactants needed to synthesize the given product. Given the product [Br:17][C:18]1[CH:19]=[C:20]([NH:21][C:2]2[C:11]3[CH:10]=[C:9]4[N:12]=[CH:13][N:14]=[C:8]4[CH2:7][C:6]=3[N:5]=[CH:4][C:3]=2[C:15]#[N:16])[CH:22]=[CH:23][CH:24]=1, predict the reactants needed to synthesize it. The reactants are: Cl[C:2]1[C:11]2[CH:10]=[C:9]3[N:12]=[CH:13][N:14]=[C:8]3[CH2:7][C:6]=2[N:5]=[CH:4][C:3]=1[C:15]#[N:16].[Br:17][C:18]1[CH:19]=[C:20]([CH:22]=[CH:23][CH:24]=1)[NH2:21].Cl.N1C=CC=CC=1.C(=O)(O)[O-].[Na+].